From a dataset of Reaction yield outcomes from USPTO patents with 853,638 reactions. Predict the reaction yield, written as a fraction of the theoretical maximum amount of product (1.0 means a 100% yield; for example, 0.34 means a 34% yield). (1) The reactants are [CH2:1]([O:3][C:4]1[C:12]2[C:11](=O)[N:10]([C:14]3[CH:19]=[CH:18][C:17]([CH2:20][C:21]([O:23][CH2:24][CH3:25])=[O:22])=[CH:16][CH:15]=3)[C:9](=[O:26])[C:8]=2[C:7]([O:27][CH2:28][CH3:29])=[C:6]2[CH:30]=[CH:31][CH:32]=[CH:33][C:5]=12)[CH3:2].CCOCC. The catalyst is C(O)(=O)C.[Zn]. The product is [CH2:1]([O:3][C:4]1[C:12]2[CH2:11][N:10]([C:14]3[CH:15]=[CH:16][C:17]([CH2:20][C:21]([O:23][CH2:24][CH3:25])=[O:22])=[CH:18][CH:19]=3)[C:9](=[O:26])[C:8]=2[C:7]([O:27][CH2:28][CH3:29])=[C:6]2[CH:30]=[CH:31][CH:32]=[CH:33][C:5]=12)[CH3:2]. The yield is 0.320. (2) The reactants are [CH3:1][O:2][N:3]=[CH:4][C:5]1[CH:6]=[C:7]([CH3:32])[C:8]2[N:13]=[C:12]([C:14]3[N:18]([C:19]4[C:24]([Cl:25])=[CH:23][CH:22]=[CH:21][N:20]=4)[N:17]=[C:16]([O:26][CH:27]([F:29])[F:28])[CH:15]=3)[O:11][C:10](=[O:30])[C:9]=2[CH:31]=1.O.[NH2:34][NH2:35]. No catalyst specified. The product is [Cl:25][C:24]1[C:19]([N:18]2[C:14]([C:12]([NH:13][C:8]3[C:7]([CH3:32])=[CH:6][C:5](/[CH:4]=[N:3]/[O:2][CH3:1])=[CH:31][C:9]=3[C:10]([NH:34][NH2:35])=[O:30])=[O:11])=[CH:15][C:16]([O:26][CH:27]([F:28])[F:29])=[N:17]2)=[N:20][CH:21]=[CH:22][CH:23]=1. The yield is 0.650. (3) The reactants are [CH3:1][O:2][CH:3]([O:36][CH3:37])[C:4]1[CH:5]=[CH:6][C:7]([N+:33]([O-])=O)=[C:8]([NH:10][C:11]2[S:15][C:14]([C:16]([O:18][CH3:19])=[O:17])=[C:13]([O:20][C@@H:21]([C:23]3[CH:28]=[CH:27][CH:26]=[CH:25][C:24]=3[C:29]([F:32])([F:31])[F:30])[CH3:22])[CH:12]=2)[CH:9]=1.[C:38]1(C)C=CC(S([O-])(=O)=O)=CC=1.[NH+]1C=CC=CC=1.[H][H]. The catalyst is C(OC)(OC)OC.[Pt]. The product is [CH3:1][O:2][CH:3]([O:36][CH3:37])[C:4]1[CH:5]=[CH:6][C:7]2[N:33]=[CH:38][N:10]([C:11]3[S:15][C:14]([C:16]([O:18][CH3:19])=[O:17])=[C:13]([O:20][C@@H:21]([C:23]4[CH:28]=[CH:27][CH:26]=[CH:25][C:24]=4[C:29]([F:32])([F:31])[F:30])[CH3:22])[CH:12]=3)[C:8]=2[CH:9]=1. The yield is 1.00. (4) The reactants are [Cl:1][C:2]1[CH:3]=[CH:4][C:5]([NH:8][C:9](=[O:41])[O:10][CH2:11][C@@H:12]([N:27]([CH3:40])[C:28]([NH:30][CH2:31][C:32]2[CH:37]=[CH:36][CH:35]=[C:34]([F:38])[C:33]=2[Cl:39])=[O:29])[CH2:13][CH2:14][CH2:15][N:16]2C(=O)C3C(=CC=CC=3)C2=O)=[N:6][CH:7]=1.NN. The catalyst is CO. The product is [Cl:1][C:2]1[CH:3]=[CH:4][C:5]([NH:8][C:9](=[O:41])[O:10][CH2:11][C@@H:12]([N:27]([CH3:40])[C:28]([NH:30][CH2:31][C:32]2[CH:37]=[CH:36][CH:35]=[C:34]([F:38])[C:33]=2[Cl:39])=[O:29])[CH2:13][CH2:14][CH2:15][NH2:16])=[N:6][CH:7]=1. The yield is 0.730. (5) The reactants are [Br:1][C:2]1[CH:3]=[C:4]([CH:8]=[C:9]([N+:11]([O-:13])=[O:12])[CH:10]=1)[C:5]([OH:7])=[O:6].O=S(Cl)Cl.[CH3:18]O. No catalyst specified. The product is [CH3:18][O:6][C:5](=[O:7])[C:4]1[CH:8]=[C:9]([N+:11]([O-:13])=[O:12])[CH:10]=[C:2]([Br:1])[CH:3]=1. The yield is 1.00. (6) The reactants are [Cl:1][C:2]1[S:6][C:5]([C:7]2[C:11]([C:12]3[CH:17]=[CH:16][N:15]=[C:14](SC)[N:13]=3)=[CH:10][N:9]([CH:20]([CH3:22])[CH3:21])[N:8]=2)=[CH:4][CH:3]=1.Cl[C:24]1C=CC=C(C(OO)=O)C=1.[S:34]([O-:37])([O-])=[O:35].[Na+].[Na+]. The catalyst is ClCCl. The product is [Cl:1][C:2]1[S:6][C:5]([C:7]2[C:11]([C:12]3[CH:17]=[CH:16][N:15]=[C:14]([S:34]([CH3:24])(=[O:37])=[O:35])[N:13]=3)=[CH:10][N:9]([CH:20]([CH3:21])[CH3:22])[N:8]=2)=[CH:4][CH:3]=1. The yield is 0.650. (7) The reactants are C(N(CC)CC)C.[CH:8]([C:10]1[C:18]2[C:13](=[CH:14][CH:15]=[CH:16][CH:17]=2)[N:12](C(OC(C)(C)C)=O)[CH:11]=1)=[O:9].[F:26][C:27]1[CH:44]=[CH:43][C:30]([CH:31]=[N:32][C:33]2[CH:38]=[C:37]([O:39][CH3:40])[CH:36]=[C:35]([O:41][CH3:42])[CH:34]=2)=[CH:29][CH:28]=1. The catalyst is [Cl-].C([N+]1C(C)=C(CCO)SC=1)C1C=CC=CC=1.C(O)C. The product is [CH3:40][O:39][C:37]1[CH:38]=[C:33]([NH:32][CH:31]([C:30]2[CH:29]=[CH:28][C:27]([F:26])=[CH:44][CH:43]=2)[C:8]([C:10]2[C:18]3[C:13](=[CH:14][CH:15]=[CH:16][CH:17]=3)[NH:12][CH:11]=2)=[O:9])[CH:34]=[C:35]([O:41][CH3:42])[CH:36]=1. The yield is 0.0200. (8) The reactants are C(OC([N:8]1[CH2:13][CH2:12][CH:11]([C:14]2[C:22]3[S:21][C:20]([NH:23][C:24]([C:26]4[CH:31]=[CH:30][N:29]=[C:28]([CH3:32])[CH:27]=4)=[O:25])=[N:19][C:18]=3[C:17]([O:33][CH3:34])=[CH:16][CH:15]=2)[CH2:10][CH2:9]1)=O)(C)(C)C.[ClH:35].CO. No catalyst specified. The product is [ClH:35].[CH3:34][O:33][C:17]1[C:18]2[N:19]=[C:20]([NH:23][C:24](=[O:25])[C:26]3[CH:31]=[CH:30][N:29]=[C:28]([CH3:32])[CH:27]=3)[S:21][C:22]=2[C:14]([CH:11]2[CH2:12][CH2:13][NH:8][CH2:9][CH2:10]2)=[CH:15][CH:16]=1. The yield is 0.570.